From a dataset of NCI-60 drug combinations with 297,098 pairs across 59 cell lines. Regression. Given two drug SMILES strings and cell line genomic features, predict the synergy score measuring deviation from expected non-interaction effect. (1) Drug 1: C1C(C(OC1N2C=NC3=C(N=C(N=C32)Cl)N)CO)O. Drug 2: C1=CN(C=N1)CC(O)(P(=O)(O)O)P(=O)(O)O. Cell line: M14. Synergy scores: CSS=51.3, Synergy_ZIP=-2.67, Synergy_Bliss=-3.35, Synergy_Loewe=-24.1, Synergy_HSA=-4.25. (2) Drug 1: CC1=C(C=C(C=C1)NC2=NC=CC(=N2)N(C)C3=CC4=NN(C(=C4C=C3)C)C)S(=O)(=O)N.Cl. Drug 2: C(CN)CNCCSP(=O)(O)O. Cell line: NCI-H322M. Synergy scores: CSS=-5.54, Synergy_ZIP=1.17, Synergy_Bliss=-3.91, Synergy_Loewe=-5.95, Synergy_HSA=-5.94. (3) Drug 1: CS(=O)(=O)OCCCCOS(=O)(=O)C. Drug 2: CC12CCC3C(C1CCC2OP(=O)(O)O)CCC4=C3C=CC(=C4)OC(=O)N(CCCl)CCCl.[Na+]. Cell line: HS 578T. Synergy scores: CSS=4.55, Synergy_ZIP=-0.573, Synergy_Bliss=-0.699, Synergy_Loewe=-3.99, Synergy_HSA=-4.24. (4) Drug 1: CC1OCC2C(O1)C(C(C(O2)OC3C4COC(=O)C4C(C5=CC6=C(C=C35)OCO6)C7=CC(=C(C(=C7)OC)O)OC)O)O. Drug 2: CC1=C2C(C(=O)C3(C(CC4C(C3C(C(C2(C)C)(CC1OC(=O)C(C(C5=CC=CC=C5)NC(=O)C6=CC=CC=C6)O)O)OC(=O)C7=CC=CC=C7)(CO4)OC(=O)C)O)C)OC(=O)C. Cell line: SK-OV-3. Synergy scores: CSS=38.0, Synergy_ZIP=-8.43, Synergy_Bliss=-11.2, Synergy_Loewe=-35.7, Synergy_HSA=-7.67. (5) Drug 2: CC(C)(C#N)C1=CC(=CC(=C1)CN2C=NC=N2)C(C)(C)C#N. Drug 1: C1CCC(C1)C(CC#N)N2C=C(C=N2)C3=C4C=CNC4=NC=N3. Cell line: SF-268. Synergy scores: CSS=0.377, Synergy_ZIP=2.96, Synergy_Bliss=4.49, Synergy_Loewe=1.08, Synergy_HSA=-0.00942. (6) Drug 1: CC1C(C(CC(O1)OC2CC(CC3=C2C(=C4C(=C3O)C(=O)C5=C(C4=O)C(=CC=C5)OC)O)(C(=O)CO)O)N)O.Cl. Drug 2: CC1C(C(CC(O1)OC2CC(CC3=C2C(=C4C(=C3O)C(=O)C5=C(C4=O)C(=CC=C5)OC)O)(C(=O)CO)O)N)O.Cl. Cell line: HOP-62. Synergy scores: CSS=42.6, Synergy_ZIP=-5.49, Synergy_Bliss=-3.40, Synergy_Loewe=-4.57, Synergy_HSA=0.155.